Dataset: Catalyst prediction with 721,799 reactions and 888 catalyst types from USPTO. Task: Predict which catalyst facilitates the given reaction. (1) Reactant: [NH2:1][C:2]1[C:10]([OH:11])=[CH:9][CH:8]=[CH:7][C:3]=1[C:4]([OH:6])=O.N1[CH:16]=[CH:15]N=C1.C(Cl)(=O)C.Cl.[NH2:22][CH:23]1[CH2:28][CH2:27][C:26](=[O:29])[NH:25][C:24]1=[O:30].P(OC1C=CC=CC=1)(OC1C=CC=CC=1)OC1C=CC=CC=1.Cl. Product: [OH:11][C:10]1[CH:9]=[CH:8][CH:7]=[C:3]2[C:2]=1[N:1]=[C:15]([CH3:16])[N:22]([CH:23]1[CH2:28][CH2:27][C:26](=[O:29])[NH:25][C:24]1=[O:30])[C:4]2=[O:6]. The catalyst class is: 47. (2) Reactant: [CH2:1]([O:3][C:4]([C:6]1[NH:7][C:8]2[C:13]([C:14]=1[CH:15]=[O:16])=[CH:12][CH:11]=[C:10]([Cl:17])[CH:9]=2)=[O:5])[CH3:2].CC(=CC)C.[O-:23]Cl=O.[Na+]. Product: [CH3:2][CH2:1][O:3][C:4]([C:6]1[NH:7][C:8]2[C:13]([C:14]=1[C:15]([OH:23])=[O:16])=[CH:12][CH:11]=[C:10]([Cl:17])[CH:9]=2)=[O:5]. The catalyst class is: 218. (3) Reactant: [H-].[Na+].[NH2:3][C:4]1[CH:9]=[C:8](F)[C:7]([F:11])=[CH:6][C:5]=1[C:12]([C:14]1[CH:19]=[CH:18][CH:17]=[CH:16][C:15]=1[Cl:20])=[O:13].[N:21]1([CH2:27][CH2:28][CH2:29][OH:30])[CH2:26][CH2:25][O:24][CH2:23][CH2:22]1. Product: [NH2:3][C:4]1[CH:9]=[C:8]([O:30][CH2:29][CH2:28][CH2:27][N:21]2[CH2:26][CH2:25][O:24][CH2:23][CH2:22]2)[C:7]([F:11])=[CH:6][C:5]=1[C:12]([C:14]1[CH:19]=[CH:18][CH:17]=[CH:16][C:15]=1[Cl:20])=[O:13]. The catalyst class is: 12. (4) Reactant: [C:1]([C:3]1[CH:12]=[CH:11][C:10]2[C:5](=[CH:6][C:7]([O:13][CH3:14])=[CH:8][CH:9]=2)[CH:4]=1)#N.[OH-:15].[K+].Cl.[OH2:18]. Product: [CH3:14][O:13][C:7]1[CH:6]=[C:5]2[C:10]([CH:11]=[CH:12][C:3]([C:1]([OH:18])=[O:15])=[CH:4]2)=[CH:9][CH:8]=1. The catalyst class is: 14. (5) Reactant: [CH3:1][C@@H:2]1[CH2:6][CH2:5][CH2:4][N:3]1[C@H:7]([C:11]1[CH:16]=[CH:15][CH:14]=[CH:13][CH:12]=1)[C:8]([OH:10])=[O:9].C1CCC(N=C=NC2CCCCC2)CC1.C1C=CC2N(O)N=NC=2C=1.[N:42]12[CH2:49][CH2:48][CH:45]([CH2:46][CH2:47]1)[C@@H:44](O)[CH2:43]2.C(Cl)Cl.CO.[NH4+].[OH-]. Product: [CH3:1][C@@H:2]1[CH2:6][CH2:5][CH2:4][N:3]1[CH:7]([C:11]1[CH:16]=[CH:15][CH:14]=[CH:13][CH:12]=1)[C:8]([O:10][C@@H:44]1[CH:45]2[CH2:48][CH2:49][N:42]([CH2:47][CH2:46]2)[CH2:43]1)=[O:9]. The catalyst class is: 1. (6) Reactant: C([O-])([O-])=O.[K+].[K+].[CH2:7]([N:14]1[C:18](=[O:19])[C:17](=[C:20]2[N:24]([CH3:25])[C:23]3[CH:26]=[C:27]([OH:30])[CH:28]=[CH:29][C:22]=3[S:21]2)[S:16][C:15]1=[N:31][C:32]1[CH:33]=[C:34]([CH:37]=[CH:38][C:39]=1[NH:40][CH2:41][CH3:42])[C:35]#[N:36])[C:8]1[CH:13]=[CH:12][CH:11]=[CH:10][CH:9]=1.Br[CH2:44][C:45]([O:47][CH3:48])=[O:46]. Product: [CH3:48][O:47][C:45](=[O:46])[CH2:44][O:30][C:27]1[CH:28]=[CH:29][C:22]2[S:21][C:20](=[C:17]3[S:16][C:15](=[N:31][C:32]4[CH:33]=[C:34]([C:35]#[N:36])[CH:37]=[CH:38][C:39]=4[NH:40][CH2:41][CH3:42])[N:14]([CH2:7][C:8]4[CH:13]=[CH:12][CH:11]=[CH:10][CH:9]=4)[C:18]3=[O:19])[N:24]([CH3:25])[C:23]=2[CH:26]=1. The catalyst class is: 131. (7) Reactant: [Br:1][C:2]1[C:3]([CH3:9])=[C:4]([CH:6]=[CH:7][CH:8]=1)[NH2:5].Cl.[N:11]([O-])=O.[Na+].[H+].[B-:16]([F:20])([F:19])([F:18])[F:17]. Product: [F:17][B-:16]([F:20])([F:19])[F:18].[Br:1][C:2]1[C:3]([CH3:9])=[C:4]([N+:5]#[N:11])[CH:6]=[CH:7][CH:8]=1. The catalyst class is: 6. (8) Reactant: C[O:2][C:3]([C:5]1[CH:6]=[C:7]2[C:11](=[CH:12][CH:13]=1)[NH:10][C:9](=[O:14])[CH2:8]2)=[O:4].[OH-].[Na+]. Product: [C:3]([C:5]1[CH:6]=[C:7]2[C:11](=[CH:12][CH:13]=1)[NH:10][C:9](=[O:14])[CH2:8]2)([OH:4])=[O:2]. The catalyst class is: 5. (9) Reactant: [Br:1][CH2:2][CH2:3][CH2:4][CH2:5][CH3:6].[CH2:7]([P:9]([CH2:12][CH3:13])[CH2:10][CH3:11])[CH3:8].CCCCCC. Product: [Br-:1].[CH2:7]([P+:9]([CH2:12][CH3:13])([CH2:10][CH3:11])[CH2:2][CH2:3][CH2:4][CH2:5][CH3:6])[CH3:8]. The catalyst class is: 11. (10) Reactant: [NH2:1]/[C:2](=[N:26]\[O:27][C:28]([CH:30]1[CH2:35][CH2:34][CH2:33][N:32]([C:36]([O:38][C:39]([CH3:42])([CH3:41])[CH3:40])=[O:37])[CH2:31]1)=O)/[C:3]1[NH:25][C:6]2=[N:7][CH:8]=[C:9]([Cl:24])[C:10]([C:11]3[S:15][C:14]([C:16]4([O:20][CH2:21][O:22][CH3:23])[CH2:19][CH2:18][CH2:17]4)=[N:13][CH:12]=3)=[C:5]2[CH:4]=1. Product: [Cl:24][C:9]1[C:10]([C:11]2[S:15][C:14]([C:16]3([O:20][CH2:21][O:22][CH3:23])[CH2:17][CH2:18][CH2:19]3)=[N:13][CH:12]=2)=[C:5]2[CH:4]=[C:3]([C:2]3[N:1]=[C:28]([CH:30]4[CH2:35][CH2:34][CH2:33][N:32]([C:36]([O:38][C:39]([CH3:40])([CH3:41])[CH3:42])=[O:37])[CH2:31]4)[O:27][N:26]=3)[NH:25][C:6]2=[N:7][CH:8]=1. The catalyst class is: 11.